The task is: Predict the reactants needed to synthesize the given product.. This data is from Full USPTO retrosynthesis dataset with 1.9M reactions from patents (1976-2016). (1) Given the product [OH:26][C@H:13]1[CH2:14][C@@:15]2([CH3:25])[C@@H:16]([CH2:17][CH2:18][C:19]2=[O:24])[C@H:11]2[C@H:12]1[C@:2]1([CH3:1])[C:8]([CH2:9][CH2:10]2)=[CH:7][C:5](=[O:6])[CH2:4][CH2:3]1, predict the reactants needed to synthesize it. The reactants are: [CH3:1][C@@:2]12[C@H:12]3[C@@H:13]([OH:26])[CH2:14][C@:15]4([CH3:25])[C@@:19]([OH:24])(C(CO)=O)[CH2:18][CH2:17][C@H:16]4[C@@H:11]3[CH2:10][CH2:9][C:8]1=[CH:7][C:5](=[O:6])[CH2:4][CH2:3]2.[O-][Bi](=O)=O.[Na+]. (2) Given the product [CH3:1][C:2]1[CH:7]=[CH:6][N:5]2[C:8]([C:18]3[CH:23]=[CH:22][N:21]=[C:20]([C:24]4[CH:29]=[CH:28][C:27]([O:30][CH2:31][CH2:32][N:34]5[CH2:39][CH2:38][O:37][CH2:36][CH2:35]5)=[CH:26][CH:25]=4)[CH:19]=3)=[C:9]([C:11]3[CH:16]=[CH:15][CH:14]=[C:13]([CH3:17])[N:12]=3)[N:10]=[C:4]2[CH:3]=1, predict the reactants needed to synthesize it. The reactants are: [CH3:1][C:2]1[CH:7]=[CH:6][N:5]2[C:8]([C:18]3[CH:23]=[CH:22][N:21]=[C:20]([C:24]4[CH:29]=[CH:28][C:27]([O:30][CH2:31][CH2:32]Br)=[CH:26][CH:25]=4)[CH:19]=3)=[C:9]([C:11]3[CH:16]=[CH:15][CH:14]=[C:13]([CH3:17])[N:12]=3)[N:10]=[C:4]2[CH:3]=1.[NH:34]1[CH2:39][CH2:38][O:37][CH2:36][CH2:35]1. (3) Given the product [CH:9]([CH:8]([CH2:11][CH2:12][CH2:13][CH2:14][CH2:15][CH3:16])[CH:1]([S:28][CH2:29][CH2:30][C:31]([O:33][CH3:34])=[O:32])[C:2]1[CH:7]=[CH:6][CH:5]=[CH:4][CH:3]=1)=[O:10], predict the reactants needed to synthesize it. The reactants are: [CH:1](=[C:8](/[CH2:11][CH2:12][CH2:13][CH2:14][CH2:15][CH3:16])\[CH:9]=[O:10])/[C:2]1[CH:7]=[CH:6][CH:5]=[CH:4][CH:3]=1.C1CCN2C(=NCCC2)CC1.[SH:28][CH2:29][CH2:30][C:31]([O:33][CH3:34])=[O:32].